From a dataset of Catalyst prediction with 721,799 reactions and 888 catalyst types from USPTO. Predict which catalyst facilitates the given reaction. (1) Reactant: [C:1]1([CH:7]([NH2:9])[CH3:8])[CH:6]=[CH:5][CH:4]=[CH:3][CH:2]=1.[NH:10]1[CH2:13][CH2:12][CH2:11]1.[ClH:14].C(OCC)C. Product: [ClH:14].[ClH:14].[C:1]1([CH:7]([NH2:9])[CH3:8])[CH:6]=[CH:5][CH:4]=[CH:3][CH:2]=1.[NH:10]1[CH2:13][CH2:12][CH2:11]1. The catalyst class is: 5. (2) Reactant: [C:1]1([P:7](=[O:20])([C:14]2[CH:19]=[CH:18][CH:17]=[CH:16][CH:15]=2)[C:8]2[CH:13]=[CH:12][CH:11]=[CH:10][CH:9]=2)[CH:6]=[CH:5][CH:4]=[CH:3][CH:2]=1.C(Cl)(=O)C(Cl)=O.[Al].[Pb](Br)Br.Cl. The catalyst class is: 10. Product: [C:14]1([P:7]([C:1]2[CH:2]=[CH:3][CH:4]=[CH:5][CH:6]=2)[C:8]2[CH:13]=[CH:12][CH:11]=[CH:10][CH:9]=2)[CH:15]=[CH:16][CH:17]=[CH:18][CH:19]=1.[C:1]1([P:7](=[O:20])([C:8]2[CH:13]=[CH:12][CH:11]=[CH:10][CH:9]=2)[C:14]2[CH:19]=[CH:18][CH:17]=[CH:16][CH:15]=2)[CH:2]=[CH:3][CH:4]=[CH:5][CH:6]=1. (3) Reactant: [Br:1][C:2]1[CH:3]=[C:4]([C:9](=[O:25])[CH2:10][C:11]([C:17]2[CH:22]=[C:21]([Cl:23])[CH:20]=[C:19]([Cl:24])[CH:18]=2)(O)[C:12]([F:15])([F:14])[F:13])[CH:5]=[CH:6][C:7]=1[CH3:8].S(Cl)(Cl)=O.N1C=CC=CC=1. Product: [Br:1][C:2]1[CH:3]=[C:4]([C:9](=[O:25])[CH:10]=[C:11]([C:17]2[CH:18]=[C:19]([Cl:24])[CH:20]=[C:21]([Cl:23])[CH:22]=2)[C:12]([F:14])([F:15])[F:13])[CH:5]=[CH:6][C:7]=1[CH3:8]. The catalyst class is: 11.